The task is: Regression. Given a peptide amino acid sequence and an MHC pseudo amino acid sequence, predict their binding affinity value. This is MHC class II binding data.. This data is from Peptide-MHC class II binding affinity with 134,281 pairs from IEDB. (1) The peptide sequence is VCGMFTNRSGSQQW. The MHC is HLA-DPA10201-DPB10501 with pseudo-sequence HLA-DPA10201-DPB10501. The binding affinity (normalized) is 0.0126. (2) The peptide sequence is FNGGESKLKAEATTD. The MHC is HLA-DPA10201-DPB10501 with pseudo-sequence HLA-DPA10201-DPB10501. The binding affinity (normalized) is 0. (3) The peptide sequence is KRHRLIGAVVLAVSV. The MHC is H-2-IAd with pseudo-sequence H-2-IAd. The binding affinity (normalized) is 0.767. (4) The peptide sequence is EQKLIEKINAGFKAALAAAA. The MHC is DRB4_0101 with pseudo-sequence DRB4_0103. The binding affinity (normalized) is 0.651.